Dataset: NCI-60 drug combinations with 297,098 pairs across 59 cell lines. Task: Regression. Given two drug SMILES strings and cell line genomic features, predict the synergy score measuring deviation from expected non-interaction effect. (1) Drug 1: C1CN1P(=S)(N2CC2)N3CC3. Drug 2: C1=NC2=C(N1)C(=S)N=CN2. Cell line: HOP-92. Synergy scores: CSS=37.0, Synergy_ZIP=-7.12, Synergy_Bliss=-8.45, Synergy_Loewe=-16.5, Synergy_HSA=-3.51. (2) Drug 1: CC1CCC2CC(C(=CC=CC=CC(CC(C(=O)C(C(C(=CC(C(=O)CC(OC(=O)C3CCCCN3C(=O)C(=O)C1(O2)O)C(C)CC4CCC(C(C4)OC)O)C)C)O)OC)C)C)C)OC. Drug 2: CC1=C(N=C(N=C1N)C(CC(=O)N)NCC(C(=O)N)N)C(=O)NC(C(C2=CN=CN2)OC3C(C(C(C(O3)CO)O)O)OC4C(C(C(C(O4)CO)O)OC(=O)N)O)C(=O)NC(C)C(C(C)C(=O)NC(C(C)O)C(=O)NCCC5=NC(=CS5)C6=NC(=CS6)C(=O)NCCC[S+](C)C)O. Cell line: SW-620. Synergy scores: CSS=14.2, Synergy_ZIP=-5.72, Synergy_Bliss=-0.208, Synergy_Loewe=-3.08, Synergy_HSA=1.71. (3) Drug 1: CCCCCOC(=O)NC1=NC(=O)N(C=C1F)C2C(C(C(O2)C)O)O. Drug 2: C1=NC(=NC(=O)N1C2C(C(C(O2)CO)O)O)N. Cell line: SK-MEL-5. Synergy scores: CSS=5.74, Synergy_ZIP=-5.44, Synergy_Bliss=-7.06, Synergy_Loewe=-16.8, Synergy_HSA=-6.46. (4) Drug 1: COC1=C(C=C2C(=C1)N=CN=C2NC3=CC(=C(C=C3)F)Cl)OCCCN4CCOCC4. Drug 2: CCC1(C2=C(COC1=O)C(=O)N3CC4=CC5=C(C=CC(=C5CN(C)C)O)N=C4C3=C2)O.Cl. Cell line: MCF7. Synergy scores: CSS=22.7, Synergy_ZIP=-5.92, Synergy_Bliss=5.44, Synergy_Loewe=4.14, Synergy_HSA=5.36. (5) Drug 1: COC1=C2C(=CC3=C1OC=C3)C=CC(=O)O2. Drug 2: C1CN(P(=O)(OC1)NCCCl)CCCl. Cell line: SF-268. Synergy scores: CSS=1.93, Synergy_ZIP=3.04, Synergy_Bliss=8.90, Synergy_Loewe=-6.99, Synergy_HSA=1.82. (6) Drug 1: CN1C(=O)N2C=NC(=C2N=N1)C(=O)N. Drug 2: CCC1=C2N=C(C=C(N2N=C1)NCC3=C[N+](=CC=C3)[O-])N4CCCCC4CCO. Cell line: T-47D. Synergy scores: CSS=17.9, Synergy_ZIP=13.1, Synergy_Bliss=11.8, Synergy_Loewe=-32.8, Synergy_HSA=0.905.